This data is from TCR-epitope binding with 47,182 pairs between 192 epitopes and 23,139 TCRs. The task is: Binary Classification. Given a T-cell receptor sequence (or CDR3 region) and an epitope sequence, predict whether binding occurs between them. (1) The epitope is GTHWFVTQR. The TCR CDR3 sequence is CASSQEARGTGELFF. Result: 1 (the TCR binds to the epitope). (2) The epitope is TLIGDCATV. The TCR CDR3 sequence is CASSLTRYYEQYF. Result: 1 (the TCR binds to the epitope). (3) The epitope is KLSYGIATV. The TCR CDR3 sequence is CATSDRGGTSGSWNTGELFF. Result: 0 (the TCR does not bind to the epitope). (4) The epitope is AVFDRKSDAK. The TCR CDR3 sequence is CASSLTVGGANEQFF. Result: 0 (the TCR does not bind to the epitope). (5) The epitope is LLSAGIFGA. The TCR CDR3 sequence is CSASYEGSYNEQFF. Result: 0 (the TCR does not bind to the epitope).